Dataset: Catalyst prediction with 721,799 reactions and 888 catalyst types from USPTO. Task: Predict which catalyst facilitates the given reaction. (1) Reactant: O=[C:2]([C:20]1[CH:25]=[CH:24][CH:23]=[CH:22][C:21]=1[CH3:26])[CH2:3][N:4]1[C:10](=O)[C:9]2[CH:12]=[CH:13][CH:14]=[CH:15][C:8]=2[NH:7][C:6]2[N:16]=[CH:17][CH:18]=[CH:19][C:5]1=2.C([O-])(=O)C.[NH4+:31].C(OCC)(=O)C.[OH-].[Na+]. Product: [C:21]1([CH3:26])[CH:22]=[CH:23][CH:24]=[CH:25][C:20]=1[C:2]1[N:31]=[C:10]2[C:9]3[CH:12]=[CH:13][CH:14]=[CH:15][C:8]=3[NH:7][C:6]3[N:16]=[CH:17][CH:18]=[CH:19][C:5]=3[N:4]2[CH:3]=1. The catalyst class is: 15. (2) Reactant: S(C1C=CC(C)=CC=1)(O)(=O)=O.[F:12][C:13]1[CH:26]=[CH:25][C:16]([C:17]([CH:19]2[CH2:24][CH2:23][NH:22][CH2:21][CH2:20]2)=[O:18])=[CH:15][CH:14]=1.C(=O)([O-])[O-].[K+].[K+].[Cl:33][C:34]1[CH:39]=[CH:38][C:37]([S:40]([NH:43][CH:44]2[CH2:53][CH2:52][C:51]3[C:50]([CH2:54][CH2:55][C:56]([O:58]C)=[O:57])=[CH:49][C:48]([CH2:60][CH2:61]OS(C4C=CC(C)=CC=4)(=O)=O)=[CH:47][C:46]=3[CH2:45]2)(=[O:42])=[O:41])=[CH:36][CH:35]=1. Product: [Cl:33][C:34]1[CH:35]=[CH:36][C:37]([S:40]([NH:43][CH:44]2[CH2:53][CH2:52][C:51]3[C:50]([CH2:54][CH2:55][C:56]([OH:58])=[O:57])=[CH:49][C:48]([CH2:60][CH2:61][N:22]4[CH2:23][CH2:24][CH:19]([C:17](=[O:18])[C:16]5[CH:15]=[CH:14][C:13]([F:12])=[CH:26][CH:25]=5)[CH2:20][CH2:21]4)=[CH:47][C:46]=3[CH2:45]2)(=[O:42])=[O:41])=[CH:38][CH:39]=1. The catalyst class is: 3. (3) Reactant: [Br:1][C:2]1[C:11]2[C:6](=[CH:7][C:8]([F:14])=[C:9]([O:12][CH3:13])[CH:10]=2)[N:5]=[CH:4][C:3]=1[NH:15]C(=O)OC(C)(C)C.FC(F)(F)C(O)=O. Product: [Br:1][C:2]1[C:11]2[C:6](=[CH:7][C:8]([F:14])=[C:9]([O:12][CH3:13])[CH:10]=2)[N:5]=[CH:4][C:3]=1[NH2:15]. The catalyst class is: 4. (4) Reactant: [Br:1][C:2]1[CH:7]=[CH:6][C:5]([CH2:8][C:9]([C:24]2[CH:29]=[CH:28][CH:27]=[C:26]([O:30][C:31]([F:34])([F:33])[F:32])[CH:25]=2)([C:13]2[CH:18]=[CH:17][CH:16]=[C:15]([O:19][C:20]([F:23])([F:22])[F:21])[CH:14]=2)C(O)=O)=[CH:4][CH:3]=1.C([N:37](CC)CC)C.C1(P(N=[N+]=[N-])(C2C=CC=CC=2)=O)C=CC=CC=1.C[Si](C)(C)CCO.[F-].C([N+](CCCC)(CCCC)CCCC)CCC.C1COCC1. Product: [Br:1][C:2]1[CH:7]=[CH:6][C:5]([CH2:8][C:9]([C:24]2[CH:29]=[CH:28][CH:27]=[C:26]([O:30][C:31]([F:34])([F:33])[F:32])[CH:25]=2)([C:13]2[CH:18]=[CH:17][CH:16]=[C:15]([O:19][C:20]([F:23])([F:22])[F:21])[CH:14]=2)[NH2:37])=[CH:4][CH:3]=1. The catalyst class is: 258. (5) Reactant: [CH2:1]([N:3]1[C:11]2[C:10](=[O:12])[NH:9][C:8]([C:13]3[CH:18]=[C:17]([S:19]([N:22]4[CH2:27][CH2:26][N:25]([CH2:28][CH2:29][O:30][C:31](=[O:35])[CH:32]([CH3:34])[CH3:33])[CH2:24][CH2:23]4)(=[O:21])=[O:20])[CH:16]=[CH:15][C:14]=3[O:36][CH2:37][CH2:38][CH3:39])=[N:7][C:6]=2[C:5]([CH2:40][CH2:41][CH3:42])=[CH:4]1)[CH3:2].[OH:43][S:44]([OH:47])(=[O:46])=[O:45]. Product: [S:44]([OH:47])([OH:46])(=[O:45])=[O:43].[CH2:1]([N:3]1[C:11]2[C:10](=[O:12])[NH:9][C:8]([C:13]3[CH:18]=[C:17]([S:19]([N:22]4[CH2:23][CH2:24][N:25]([CH2:28][CH2:29][O:30][C:31](=[O:35])[CH:32]([CH3:34])[CH3:33])[CH2:26][CH2:27]4)(=[O:20])=[O:21])[CH:16]=[CH:15][C:14]=3[O:36][CH2:37][CH2:38][CH3:39])=[N:7][C:6]=2[C:5]([CH2:40][CH2:41][CH3:42])=[CH:4]1)[CH3:2]. The catalyst class is: 301.